From a dataset of Full USPTO retrosynthesis dataset with 1.9M reactions from patents (1976-2016). Predict the reactants needed to synthesize the given product. (1) Given the product [CH2:1]([O:3][C:4]1[N:8]=[C:7]([CH:9]2[CH2:14][CH:13]([C:15]3[CH:20]=[CH:19][C:18]([O:21][C:22]([F:25])([F:23])[F:24])=[C:17]([F:26])[CH:16]=3)[CH2:12][N:11]([C:35]([O:37][C:38]3[CH:39]=[CH:40][C:41]([N+:44]([O-:46])=[O:45])=[CH:42][CH:43]=3)=[O:36])[CH2:10]2)[O:6][N:5]=1)[CH3:2], predict the reactants needed to synthesize it. The reactants are: [CH2:1]([O:3][C:4]1[N:8]=[C:7]([CH:9]2[CH2:14][CH:13]([C:15]3[CH:20]=[CH:19][C:18]([O:21][C:22]([F:25])([F:24])[F:23])=[C:17]([F:26])[CH:16]=3)[CH2:12][NH:11][CH2:10]2)[O:6][N:5]=1)[CH3:2].C(N(CC)CC)C.Cl[C:35]([O:37][C:38]1[CH:43]=[CH:42][C:41]([N+:44]([O-:46])=[O:45])=[CH:40][CH:39]=1)=[O:36].O. (2) Given the product [F:53][C:9]1([F:8])[CH2:10][CH2:11][CH:12]([C:15]2[C:24]3[CH:23]([OH:25])[CH2:22][C:21]([CH3:26])([CH3:27])[CH2:20][C:19]=3[N:18]=[C:17]([CH:28]3[CH2:29][CH2:30][N:31]([C:34]4[N:39]=[CH:38][C:37]([O:40][CH2:2][C:3]([O:5][CH2:6][CH3:7])=[O:4])=[CH:36][N:35]=4)[CH2:32][CH2:33]3)[C:16]=2[CH:41]([F:52])[C:42]2[CH:43]=[CH:44][C:45]([C:48]([F:49])([F:51])[F:50])=[CH:46][CH:47]=2)[CH2:13][CH2:14]1, predict the reactants needed to synthesize it. The reactants are: Br[CH2:2][C:3]([O:5][CH2:6][CH3:7])=[O:4].[F:8][C:9]1([F:53])[CH2:14][CH2:13][CH:12]([C:15]2[C:24]3[CH:23]([OH:25])[CH2:22][C:21]([CH3:27])([CH3:26])[CH2:20][C:19]=3[N:18]=[C:17]([CH:28]3[CH2:33][CH2:32][N:31]([C:34]4[N:39]=[CH:38][C:37]([OH:40])=[CH:36][N:35]=4)[CH2:30][CH2:29]3)[C:16]=2[CH:41]([F:52])[C:42]2[CH:47]=[CH:46][C:45]([C:48]([F:51])([F:50])[F:49])=[CH:44][CH:43]=2)[CH2:11][CH2:10]1. (3) Given the product [Cl:1][C:2]1[CH:7]=[CH:6][C:5]([C:8](=[O:25])[CH2:9][N:10]2[CH:14]=[C:13]([C:15](=[O:20])[N:27]([CH3:28])[CH3:26])[CH:12]=[C:11]2[C:21]([O:23][CH3:24])=[O:22])=[CH:4][CH:3]=1, predict the reactants needed to synthesize it. The reactants are: [Cl:1][C:2]1[CH:7]=[CH:6][C:5]([C:8](=[O:25])[CH2:9][N:10]2[CH:14]=[C:13]([C:15](=[O:20])C(Cl)(Cl)Cl)[CH:12]=[C:11]2[C:21]([O:23][CH3:24])=[O:22])=[CH:4][CH:3]=1.[CH3:26][NH:27][CH3:28].[Cl-].[NH4+].